Task: Predict the product of the given reaction.. Dataset: Forward reaction prediction with 1.9M reactions from USPTO patents (1976-2016) (1) Given the reactants [C:1]([C:5]1[CH:10]=[CH:9][C:8]([NH:11][CH2:12][CH2:13][C:14]([O:16][CH2:17][CH3:18])=[O:15])=[CH:7][CH:6]=1)([CH3:4])([CH3:3])[CH3:2].[C:19]([CH2:21][C:22](O)=[O:23])#[N:20].CCCCCCC, predict the reaction product. The product is: [C:1]([C:5]1[CH:10]=[CH:9][C:8]([N:11]([CH2:12][CH2:13][C:14]([O:16][CH2:17][CH3:18])=[O:15])[C:22](=[O:23])[CH2:21][C:19]#[N:20])=[CH:7][CH:6]=1)([CH3:4])([CH3:2])[CH3:3]. (2) Given the reactants [CH:1]([O:4][C:5]1[CH:10]=[CH:9][C:8]([CH2:11][CH2:12][C:13]([O:15]CC)=[O:14])=[CH:7][C:6]=1[O:18][CH3:19])([CH3:3])[CH3:2].[OH-].[Na+], predict the reaction product. The product is: [CH:1]([O:4][C:5]1[CH:10]=[CH:9][C:8]([CH2:11][CH2:12][C:13]([OH:15])=[O:14])=[CH:7][C:6]=1[O:18][CH3:19])([CH3:2])[CH3:3].